From a dataset of Reaction yield outcomes from USPTO patents with 853,638 reactions. Predict the reaction yield, written as a fraction of the theoretical maximum amount of product (1.0 means a 100% yield; for example, 0.34 means a 34% yield). (1) The reactants are COC(C1[C:13]2[C:8](=[CH:9][CH:10]=[C:11]([Br:14])[CH:12]=2)NC=1)=O.[C:15](=[O:18])([O-])[O-:16].[K+].[K+].I[CH3:22].[CH3:23][N:24]([CH:26]=O)[CH3:25]. The catalyst is ClCCl. The product is [CH3:22][O:16][C:15]([C:13]1[C:8]2[C:23](=[CH:12][C:11]([Br:14])=[CH:10][CH:9]=2)[N:24]([CH3:25])[CH:26]=1)=[O:18]. The yield is 0.990. (2) The reactants are C[O:2][C:3](=O)[C:4]1[CH:9]=[CH:8][C:7]([C:10]2[CH2:14][C:13]([C:19]3[CH:24]=[C:23]([Cl:25])[CH:22]=[C:21]([Cl:26])[CH:20]=3)([C:15]([F:18])([F:17])[F:16])[O:12][N:11]=2)=[CH:6][C:5]=1[Cl:27].[H-].C([Al+]CC(C)C)C(C)C.CO. The catalyst is C(Cl)Cl. The product is [Cl:27][C:5]1[CH:6]=[C:7]([C:10]2[CH2:14][C:13]([C:19]3[CH:20]=[C:21]([Cl:26])[CH:22]=[C:23]([Cl:25])[CH:24]=3)([C:15]([F:18])([F:17])[F:16])[O:12][N:11]=2)[CH:8]=[CH:9][C:4]=1[CH:3]=[O:2].[Cl:27][C:5]1[CH:6]=[C:7]([C:10]2[CH2:14][C:13]([C:19]3[CH:20]=[C:21]([Cl:26])[CH:22]=[C:23]([Cl:25])[CH:24]=3)([C:15]([F:17])([F:16])[F:18])[O:12][N:11]=2)[CH:8]=[CH:9][C:4]=1[CH2:3][OH:2]. The yield is 0.660. (3) The reactants are [OH:1][C:2]1[C:11]2[C:6](=[C:7]([OH:12])[CH:8]=[CH:9][CH:10]=2)[CH:5]=[CH:4][CH:3]=1.[C:13]([O-])([O-])=O.[K+].[K+].CI. The catalyst is CC(C)=O. The product is [CH3:13][O:1][C:2]1[CH:3]=[CH:4][CH:5]=[C:6]2[C:11]=1[CH:10]=[CH:9][CH:8]=[C:7]2[OH:12]. The yield is 0.440.